Dataset: Full USPTO retrosynthesis dataset with 1.9M reactions from patents (1976-2016). Task: Predict the reactants needed to synthesize the given product. (1) Given the product [C:19]([N:26]1[CH2:27][CH2:28][N:29]([CH2:2][C:3]2[CH:8]=[C:7]([N+:9]([O-:11])=[O:10])[CH:6]=[CH:5][C:4]=2[C:12]([F:18])([F:17])[C:13]([F:16])([F:15])[F:14])[CH2:30][CH2:31]1)([O:21][C:22]([CH3:25])([CH3:24])[CH3:23])=[O:20], predict the reactants needed to synthesize it. The reactants are: Br[CH2:2][C:3]1[CH:8]=[C:7]([N+:9]([O-:11])=[O:10])[CH:6]=[CH:5][C:4]=1[C:12]([F:18])([F:17])[C:13]([F:16])([F:15])[F:14].[C:19]([N:26]1[CH2:31][CH2:30][NH:29][CH2:28][CH2:27]1)([O:21][C:22]([CH3:25])([CH3:24])[CH3:23])=[O:20].C([O-])(O)=O.[Na+]. (2) Given the product [Cl:1][C:2]1[C:10]2[C:5](=[CH:6][C:7]([C:11]([NH:13][CH:14]([C:24]3[CH:29]=[CH:28][CH:27]=[CH:26][C:25]=3[Cl:30])[CH2:15][O:16][CH2:17][CH:18]3[CH2:23][CH2:22][N:21]([CH2:40][CH2:41][OH:42])[CH2:20][CH2:19]3)=[O:12])=[CH:8][CH:9]=2)[NH:4][CH:3]=1, predict the reactants needed to synthesize it. The reactants are: [Cl:1][C:2]1[C:10]2[C:5](=[CH:6][C:7]([C:11]([NH:13][CH:14]([C:24]3[CH:29]=[CH:28][CH:27]=[CH:26][C:25]=3[Cl:30])[CH2:15][O:16][CH2:17][CH:18]3[CH2:23][CH2:22][NH:21][CH2:20][CH2:19]3)=[O:12])=[CH:8][CH:9]=2)[NH:4][CH:3]=1.C(=O)([O-])[O-].[K+].[K+].[I-].[K+].Cl[CH2:40][CH2:41][OH:42]. (3) Given the product [CH3:19][C:20]1[NH:24][C:23]2[S:25][CH:26]=[CH:27][C:22]=2[C:21]=1[CH2:11][C:10]1[CH:13]=[CH:14][CH:15]=[CH:16][C:9]=1[S:6]([N:1]1[CH2:5][CH2:4][CH2:3][CH2:2]1)(=[O:8])=[O:7], predict the reactants needed to synthesize it. The reactants are: [N:1]1([S:6]([C:9]2[CH:16]=[CH:15][CH:14]=[CH:13][C:10]=2[CH:11]=O)(=[O:8])=[O:7])[CH2:5][CH2:4][CH2:3][CH2:2]1.[OH-].[K+].[CH3:19][C:20]1[NH:24][C:23]2[S:25][CH:26]=[CH:27][C:22]=2[CH:21]=1.CC(O)C. (4) Given the product [C:12]([O:11][C:10](=[O:16])[NH:9][CH2:8][C@H:5]1[CH2:6][CH2:7][C@H:2]([NH:1][CH2:29][C:28]2[C:22]3[N:21]4[CH:17]=[N:18][N:19]=[C:20]4[CH:25]=[N:24][C:23]=3[NH:26][CH:27]=2)[CH2:3][CH2:4]1)([CH3:13])([CH3:15])[CH3:14], predict the reactants needed to synthesize it. The reactants are: [NH2:1][C@H:2]1[CH2:7][CH2:6][C@H:5]([CH2:8][NH:9][C:10](=[O:16])[O:11][C:12]([CH3:15])([CH3:14])[CH3:13])[CH2:4][CH2:3]1.[CH:17]1[N:21]2[C:22]3[C:28]([CH:29]=O)=[CH:27][NH:26][C:23]=3[N:24]=[CH:25][C:20]2=[N:19][N:18]=1.C(O[BH-](OC(=O)C)OC(=O)C)(=O)C.[Na+].C([O-])(O)=O.[Na+].O. (5) Given the product [OH:7][C:8]1[CH:33]=[CH:32][C:11]([CH2:12][NH:13][C:14]([N:16]2[CH2:21][CH2:20][N:19]([CH2:22][C:23]3[CH:31]=[CH:30][C:29]4[O:28][CH2:27][O:26][C:25]=4[CH:24]=3)[CH2:18][CH2:17]2)=[O:15])=[CH:10][CH:9]=1, predict the reactants needed to synthesize it. The reactants are: O1CCCCC1[O:7][C:8]1[CH:33]=[CH:32][C:11]([CH2:12][NH:13][C:14]([N:16]2[CH2:21][CH2:20][N:19]([CH2:22][C:23]3[CH:31]=[CH:30][C:29]4[O:28][CH2:27][O:26][C:25]=4[CH:24]=3)[CH2:18][CH2:17]2)=[O:15])=[CH:10][CH:9]=1.O.C1(C)C=CC(S(O)(=O)=O)=CC=1. (6) Given the product [Br:1][C:2]1[CH:3]=[C:4]2[N:9]=[CH:10][NH:8][C:5]2=[N:6][CH:7]=1, predict the reactants needed to synthesize it. The reactants are: [Br:1][C:2]1[CH:3]=[C:4]([NH2:9])[C:5]([NH2:8])=[N:6][CH:7]=1.[CH:10](O)=O. (7) The reactants are: OCC1C=C(CCCO)C=CC=1.[Si:13]([O:20][CH2:21][CH2:22][CH2:23][CH2:24][C:25]1[CH:26]=[C:27]([CH2:31][OH:32])[CH:28]=[CH:29][CH:30]=1)([C:16]([CH3:19])([CH3:18])[CH3:17])([CH3:15])[CH3:14]. Given the product [Si:13]([O:20][CH2:21][CH2:22][CH2:23][CH2:24][C:25]1[CH:26]=[C:27]([CH:28]=[CH:29][CH:30]=1)[CH:31]=[O:32])([C:16]([CH3:19])([CH3:18])[CH3:17])([CH3:15])[CH3:14], predict the reactants needed to synthesize it.